From a dataset of Forward reaction prediction with 1.9M reactions from USPTO patents (1976-2016). Predict the product of the given reaction. Given the reactants [NH:1]1[C:9]2[C:4](=[CH:5][CH:6]=[CH:7][N:8]=2)[CH:3]=[CH:2]1.O.C1(C)C=CC(S(O)(=O)=O)=CC=1.C(N(CC(O)=O)CC(O)=O)CN(CC(O)=O)CC(O)=O.[Na].[Na].[OH-].[Na+], predict the reaction product. The product is: [NH:1]1[C:9]2=[N:8][CH:7]=[CH:6][CH:5]=[C:4]2[CH2:3][CH2:2]1.